Predict the reaction yield, written as a fraction of the theoretical maximum amount of product (1.0 means a 100% yield; for example, 0.34 means a 34% yield). From a dataset of Reaction yield outcomes from USPTO patents with 853,638 reactions. (1) The reactants are [N+:1]([C:4]1[CH:9]=[C:8]([Cl:10])[CH:7]=[C:6]([CH3:11])[C:5]=1[O:12][CH3:13])([O-])=O. The catalyst is C(O)C.[Pt]. The product is [NH2:1][C:4]1[CH:9]=[C:8]([Cl:10])[CH:7]=[C:6]([CH3:11])[C:5]=1[O:12][CH3:13]. The yield is 0.900. (2) The reactants are [C:1]1([S:7]([N:10]2[C:14]3[CH:15]=[N:16][C:17]([C:29]#[N:30])=[C:18]([O:19][CH:20]4[CH2:25][CH2:24][N:23]([CH2:26][CH2:27][OH:28])[CH2:22][CH2:21]4)[C:13]=3[C:12]3[CH:31]=[C:32](Br)[CH:33]=[N:34][C:11]2=3)(=[O:9])=[O:8])[CH:6]=[CH:5][CH:4]=[CH:3][CH:2]=1. The catalyst is [Pd].ClCCl. The product is [C:1]1([S:7]([N:10]2[C:14]3[CH:15]=[N:16][C:17]([C:29]#[N:30])=[C:18]([O:19][CH:20]4[CH2:21][CH2:22][N:23]([CH2:26][CH2:27][OH:28])[CH2:24][CH2:25]4)[C:13]=3[C:12]3[CH:31]=[CH:32][CH:33]=[N:34][C:11]2=3)(=[O:9])=[O:8])[CH:2]=[CH:3][CH:4]=[CH:5][CH:6]=1. The yield is 0.510. (3) The reactants are Br[C:2]1[CH:3]=[CH:4][C:5]2[O:14][CH2:13][CH2:12][C:11]3[S:10][C:9]([C:15]4[N:16]([CH:20]([CH3:22])[CH3:21])[N:17]=[CH:18][N:19]=4)=[N:8][C:7]=3[C:6]=2[CH:23]=1.[CH3:24][C:25]1[N:30]=[CH:29][C:28](B(O)O)=[CH:27][CH:26]=1. The catalyst is CN(C=O)C. The product is [CH:20]([N:16]1[C:15]([C:9]2[S:10][C:11]3[CH2:12][CH2:13][O:14][C:5]4[CH:4]=[CH:3][C:2]([C:28]5[CH:29]=[N:30][C:25]([CH3:24])=[CH:26][CH:27]=5)=[CH:23][C:6]=4[C:7]=3[N:8]=2)=[N:19][CH:18]=[N:17]1)([CH3:22])[CH3:21]. The yield is 0.230. (4) The reactants are [O:1]=[C:2]1[C:7]([CH2:8][C:9]2[CH:14]=[CH:13][C:12]([C:15]3[C:16]([C:21]#[N:22])=[CH:17][CH:18]=[CH:19][CH:20]=3)=[CH:11][CH:10]=2)=[C:6]([CH2:23][CH2:24][CH3:25])[N:5]2[N:26]=[CH:27][N:28]=[C:4]2[NH:3]1.I[CH:30]([CH3:32])[CH3:31].C(=O)([O-])[O-].[K+].[K+].CN(C)C(=O)C. The catalyst is C(OCC)(=O)C. The product is [CH3:31][CH:30]([N:3]1[C:2](=[O:1])[C:7]([CH2:8][C:9]2[CH:10]=[CH:11][C:12]([C:15]3[C:16]([C:21]#[N:22])=[CH:17][CH:18]=[CH:19][CH:20]=3)=[CH:13][CH:14]=2)=[C:6]([CH2:23][CH2:24][CH3:25])[N:5]2[N:26]=[CH:27][N:28]=[C:4]12)[CH3:32]. The yield is 0.530. (5) The reactants are [CH3:1][N:2]([CH3:18])[CH2:3][CH2:4][N:5]1[CH2:10][CH2:9][C:8]2[NH:11][C:12]([CH:15]=O)=[C:13]([CH3:14])[C:7]=2[C:6]1=[O:17].[F:19][C:20]1[CH:21]=[C:22]2[C:26](=[CH:27][C:28]=1[NH:29][C:30](=[O:35])[C:31]([OH:34])([CH3:33])[CH3:32])[NH:25][C:24](=[O:36])[CH2:23]2. No catalyst specified. The product is [CH3:1][N:2]([CH3:18])[CH2:3][CH2:4][N:5]1[CH2:10][CH2:9][C:8]2[NH:11][C:12]([CH:15]=[C:23]3[C:22]4[C:26](=[CH:27][C:28]([NH:29][C:30](=[O:35])[C:31]([OH:34])([CH3:32])[CH3:33])=[C:20]([F:19])[CH:21]=4)[NH:25][C:24]3=[O:36])=[C:13]([CH3:14])[C:7]=2[C:6]1=[O:17]. The yield is 0.418.